This data is from Peptide-MHC class I binding affinity with 185,985 pairs from IEDB/IMGT. The task is: Regression. Given a peptide amino acid sequence and an MHC pseudo amino acid sequence, predict their binding affinity value. This is MHC class I binding data. (1) The peptide sequence is SEIYVAWVPA. The MHC is Mamu-B08 with pseudo-sequence Mamu-B08. The binding affinity (normalized) is 0. (2) The peptide sequence is TERLKLFAA. The MHC is HLA-B44:03 with pseudo-sequence HLA-B44:03. The binding affinity (normalized) is 0.0179. (3) The peptide sequence is RTATLILAGV. The MHC is HLA-A02:03 with pseudo-sequence HLA-A02:03. The binding affinity (normalized) is 0.827.